Predict which catalyst facilitates the given reaction. From a dataset of Catalyst prediction with 721,799 reactions and 888 catalyst types from USPTO. (1) Reactant: [OH:1][CH2:2][C:3]1([C:7]([O:9][CH2:10][CH3:11])=[O:8])[CH2:6][CH2:5][CH2:4]1.[F:12][C:13]([F:21])(S(F)(=O)=O)C(O)=O. Product: [F:12][CH:13]([F:21])[O:1][CH2:2][C:3]1([C:7]([O:9][CH2:10][CH3:11])=[O:8])[CH2:6][CH2:5][CH2:4]1. The catalyst class is: 767. (2) Reactant: C([N:4]([CH2:8]C)[CH:5]([CH3:7])[CH3:6])(C)C.[B:10]([C:13]1[CH:21]=[CH:20][C:16]([C:17]([OH:19])=O)=[CH:15][CH:14]=1)([OH:12])[OH:11].F[P-](F)(F)(F)(F)F.N1(OC(N(C)C)=[N+](C)C)C2N=CC=CC=2N=N1.C(O)(=O)C(O)=O.CNC1CC1. Product: [CH:5]1([N:4]([CH3:8])[C:17]([C:16]2[CH:15]=[CH:14][C:13]([B:10]([OH:11])[OH:12])=[CH:21][CH:20]=2)=[O:19])[CH2:6][CH2:7]1. The catalyst class is: 23. (3) Reactant: [Mg].II.BrCC.[CH2:7](Cl)[C:8]1[CH:13]=[CH:12][CH:11]=[CH:10][CH:9]=1.[C:15]([CH:19]1[CH2:26][CH2:25][CH2:24][C:23](=[O:27])[CH:22]([O:28][SiH:29]([CH3:31])[CH3:30])[CH2:21][CH2:20]1)([CH3:18])([CH3:17])[CH3:16].Cl. Product: [CH2:7]([C:23]1([OH:27])[CH2:24][CH2:25][CH2:26][CH:19]([C:15]([CH3:17])([CH3:18])[CH3:16])[CH2:20][CH2:21][CH:22]1[O:28][SiH:29]([CH3:30])[CH3:31])[C:8]1[CH:13]=[CH:12][CH:11]=[CH:10][CH:9]=1. The catalyst class is: 316. (4) Reactant: C1(N2[C:12](=[O:13])[C:11]3[S:14][CH:15]=[C:16]([C:17]4[CH:22]=[CH:21][CH:20]=[CH:19][CH:18]=4)[C:10]=3[N:9]=[CH:8]2)C=CC=CC=1.NC1C(C2C=CC=CC=2)=CSC=1C(OC)=O.C(OCC)(OCC)OCC.[CH3:49][C:50]1[CH:51]=[C:52]([CH:54]=[CH:55][C:56]=1[CH3:57])[NH2:53]. Product: [CH3:49][C:50]1[CH:51]=[C:52]([N:53]2[C:12](=[O:13])[C:11]3[S:14][CH:15]=[C:16]([C:17]4[CH:22]=[CH:21][CH:20]=[CH:19][CH:18]=4)[C:10]=3[N:9]=[CH:8]2)[CH:54]=[CH:55][C:56]=1[CH3:57]. The catalyst class is: 15.